Dataset: Reaction yield outcomes from USPTO patents with 853,638 reactions. Task: Predict the reaction yield, written as a fraction of the theoretical maximum amount of product (1.0 means a 100% yield; for example, 0.34 means a 34% yield). (1) The reactants are [CH3:1][C:2]1([CH3:14])[C:6]([CH3:8])([CH3:7])[O:5][B:4]([C:9]2[CH:10]=[N:11][NH:12][CH:13]=2)[O:3]1.[CH3:15][O:16][C:17](=[O:22])[C:18](Br)([CH3:20])[CH3:19].C([O-])([O-])=O.[Cs+].[Cs+]. The catalyst is CN(C=O)C. The product is [CH3:15][O:16][C:17](=[O:22])[C:18]([CH3:20])([N:12]1[CH:13]=[C:9]([B:4]2[O:5][C:6]([CH3:7])([CH3:8])[C:2]([CH3:14])([CH3:1])[O:3]2)[CH:10]=[N:11]1)[CH3:19]. The yield is 0.630. (2) The reactants are [C:1]1([N:7]2[C:11]([C:12]([OH:14])=O)=[CH:10][N:9]=[N:8]2)[CH:6]=[CH:5][CH:4]=[CH:3][CH:2]=1.C(N(CC)CC)C.C(OC(Cl)=O)C.[N-:28]=[N+:29]=[N-:30].[Na+]. The catalyst is CC(C)=O.O. The product is [N:28]([C:12]([C:11]1[N:7]([C:1]2[CH:2]=[CH:3][CH:4]=[CH:5][CH:6]=2)[N:8]=[N:9][CH:10]=1)=[O:14])=[N+:29]=[N-:30]. The yield is 0.180. (3) The reactants are [C:1]([O:8][CH3:9])(=[O:7])/[CH:2]=[CH:3]/[C:4]([O-:6])=O.C(Cl)(=O)C(Cl)=O.NCCN[C:20](=[O:26])[O:21][C:22]([CH3:25])([CH3:24])[CH3:23].[CH3:27][CH2:28][N:29](CC)CC. The catalyst is C(Cl)Cl.CN(C=O)C. The product is [C:22]([O:21][C:20]([CH2:27][CH2:28][NH:29][C:4](=[O:6])/[CH:3]=[CH:2]/[C:1]([O:8][CH3:9])=[O:7])=[O:26])([CH3:23])([CH3:24])[CH3:25]. The yield is 0.620. (4) The product is [CH3:1][C:2]1[C:10]2[C:5](=[N:6][CH:7]=[C:8]([C:24]3[CH:29]=[CH:28][CH:27]=[CH:26][CH:25]=3)[C:9]=2[N:11]2[CH2:16][CH2:15][N:14]([C:17]([O:19][C:20]([CH3:23])([CH3:21])[CH3:22])=[O:18])[CH2:13][CH2:12]2)[NH:4][CH:3]=1. The catalyst is O. The yield is 0.588. The reactants are [CH3:1][C:2]1[C:10]2[C:5](=[N:6][CH:7]=[C:8]([C:24]3[CH:29]=[CH:28][CH:27]=[CH:26][CH:25]=3)[C:9]=2[N:11]2[CH2:16][CH2:15][N:14]([C:17]([O:19][C:20]([CH3:23])([CH3:22])[CH3:21])=[O:18])[CH2:13][CH2:12]2)[N:4](S(C2C=CC=CC=2)(=O)=O)[CH:3]=1.C1COCC1.CO.[Li+].[OH-]. (5) The reactants are [Cl:1][C:2]1[CH:3]=[C:4]2[C:9](=[CH:10][CH:11]=1)[N:8]=[C:7]([NH:12][C:13](=[O:17])OCC)[C:6]([O:18][CH3:19])=[N:5]2.[CH3:20][C:21]1[CH:26]=[CH:25][CH:24]=[C:23]([CH3:27])[C:22]=1[N:28]1[CH2:33][CH2:32][NH:31][CH2:30][CH2:29]1. No catalyst specified. The product is [Cl:1][C:2]1[CH:3]=[C:4]2[C:9](=[CH:10][CH:11]=1)[N:8]=[C:7]([NH:12][C:13]([N:31]1[CH2:32][CH2:33][N:28]([C:22]3[C:23]([CH3:27])=[CH:24][CH:25]=[CH:26][C:21]=3[CH3:20])[CH2:29][CH2:30]1)=[O:17])[C:6]([O:18][CH3:19])=[N:5]2. The yield is 0.900.